Dataset: Peptide-MHC class II binding affinity with 134,281 pairs from IEDB. Task: Regression. Given a peptide amino acid sequence and an MHC pseudo amino acid sequence, predict their binding affinity value. This is MHC class II binding data. (1) The peptide sequence is VHHYLVNHPEVLVEA. The MHC is H-2-IAb with pseudo-sequence H-2-IAb. The binding affinity (normalized) is 0.460. (2) The peptide sequence is EMTYKNKVVKVLRPA. The MHC is DRB1_0701 with pseudo-sequence DRB1_0701. The binding affinity (normalized) is 0.464. (3) The peptide sequence is PANDKFTVFEAAFNNAIKAS. The MHC is HLA-DQA10102-DQB10602 with pseudo-sequence HLA-DQA10102-DQB10602. The binding affinity (normalized) is 0.669.